Dataset: Catalyst prediction with 721,799 reactions and 888 catalyst types from USPTO. Task: Predict which catalyst facilitates the given reaction. (1) Reactant: [CH:1]([C:4]1[CH:9]=[CH:8][CH:7]=[CH:6][C:5]=1[C:10]1[C:18]2[C:13](=[CH:14][CH:15]=[CH:16][CH:17]=2)[N:12](S(C2C=CC=CC=2)(=O)=O)[CH:11]=1)([CH3:3])[CH3:2].O1CCCC1.[F-].C([N+](CCCC)(CCCC)CCCC)CCC. Product: [CH:1]([C:4]1[CH:9]=[CH:8][CH:7]=[CH:6][C:5]=1[C:10]1[C:18]2[C:13](=[CH:14][CH:15]=[CH:16][CH:17]=2)[NH:12][CH:11]=1)([CH3:3])[CH3:2]. The catalyst class is: 5. (2) Reactant: [CH3:1][O:2][C:3]1[CH:4]=[CH:5][C:6]2[N:11]=[CH:10][C:9](=[O:12])[N:8]([CH2:13][CH2:14][CH:15]3[CH2:17][O:16]3)[C:7]=2[N:18]=1.[NH:19]1[CH2:24][CH2:23][CH:22]([NH:25][C:26](=[O:32])[O:27][C:28]([CH3:31])([CH3:30])[CH3:29])[CH2:21][CH2:20]1. Product: [OH:16][CH:15]([CH2:14][CH2:13][N:8]1[C:9](=[O:12])[CH:10]=[N:11][C:6]2[CH:5]=[CH:4][C:3]([O:2][CH3:1])=[N:18][C:7]1=2)[CH2:17][N:19]1[CH2:20][CH2:21][CH:22]([NH:25][C:26](=[O:32])[O:27][C:28]([CH3:30])([CH3:29])[CH3:31])[CH2:23][CH2:24]1. The catalyst class is: 3. (3) Reactant: [Cl:1][C:2]1[CH:9]=[CH:8][C:5]([NH:6][CH3:7])=[CH:4][CH:3]=1.C([O-])([O-])=O.[Cs+].[Cs+].C1C=CC(P(C2C(C3C(P(C4C=CC=CC=4)C4C=CC=CC=4)=CC=C4C=3C=CC=C4)=C3C(C=CC=C3)=CC=2)C2C=CC=CC=2)=CC=1.Br[C:63]1[CH:64]=[CH:65][C:66]([CH:69]=[O:70])=[N:67][CH:68]=1. Product: [Cl:1][C:2]1[CH:9]=[CH:8][C:5]([N:6]([CH3:7])[C:63]2[CH:64]=[CH:65][C:66]([CH:69]=[O:70])=[N:67][CH:68]=2)=[CH:4][CH:3]=1. The catalyst class is: 718. (4) Reactant: [NH2:1][C:2]1[C:3]2[CH:18]=[C:17]([C:19]3[C:24]([Cl:25])=[CH:23][CH:22]=[CH:21][C:20]=3[Cl:26])[C:16](=[O:27])[NH:15][C:4]=2[N:5]=[C:6]([NH:8][C:9]2[CH:14]=[CH:13][CH:12]=[CH:11][CH:10]=2)[N:7]=1.[H-].[Na+].[CH3:30]I. Product: [NH2:1][C:2]1[C:3]2[CH:18]=[C:17]([C:19]3[C:24]([Cl:25])=[CH:23][CH:22]=[CH:21][C:20]=3[Cl:26])[C:16](=[O:27])[N:15]([CH3:30])[C:4]=2[N:5]=[C:6]([NH:8][C:9]2[CH:14]=[CH:13][CH:12]=[CH:11][CH:10]=2)[N:7]=1. The catalyst class is: 16.